This data is from Full USPTO retrosynthesis dataset with 1.9M reactions from patents (1976-2016). The task is: Predict the reactants needed to synthesize the given product. (1) The reactants are: [Br:1][C:2]1[CH:3]=[C:4](C=O)[C:5]([O:8][CH3:9])=[N:6][CH:7]=1.[CH:12]([O:17][CH3:18])([O:15][CH3:16])OC.O.[O-2].[O-2].[O-2].O=[Si]=O.O=[Si]=O.O=[Si]=O.O=[Si]=O.[Al+3].[Al+3]. Given the product [CH3:18][O:17][CH:12]([O:15][CH3:16])[C:4]1[C:5]([O:8][CH3:9])=[N:6][CH:7]=[C:2]([Br:1])[CH:3]=1, predict the reactants needed to synthesize it. (2) Given the product [C:1]([O:5][C:6]([N:8]1[C:16]2[C:11](=[CH:12][CH:13]=[CH:14][CH:15]=2)[CH:10]=[C:9]1[C:17]1[C:18](=[O:33])[N:19]([CH2:25][O:26][CH2:27][CH2:28][Si:29]([CH3:30])([CH3:32])[CH3:31])[C:20]([CH3:24])=[C:21]([NH:23][C:44]([C:42]2[CH:41]=[N:40][N:39]([CH2:38][C:37]3[CH:47]=[CH:48][CH:49]=[C:35]([F:34])[CH:36]=3)[CH:43]=2)=[O:45])[CH:22]=1)=[O:7])([CH3:4])([CH3:3])[CH3:2], predict the reactants needed to synthesize it. The reactants are: [C:1]([O:5][C:6]([N:8]1[C:16]2[C:11](=[CH:12][CH:13]=[CH:14][CH:15]=2)[CH:10]=[C:9]1[C:17]1[C:18](=[O:33])[N:19]([CH2:25][O:26][CH2:27][CH2:28][Si:29]([CH3:32])([CH3:31])[CH3:30])[C:20]([CH3:24])=[C:21]([NH2:23])[CH:22]=1)=[O:7])([CH3:4])([CH3:3])[CH3:2].[F:34][C:35]1[CH:36]=[C:37]([CH:47]=[CH:48][CH:49]=1)[CH2:38][N:39]1[CH:43]=[C:42]([C:44](O)=[O:45])[CH:41]=[N:40]1.FC1C=CC(CN2C=C(C(O)=O)C=N2)=CC=1. (3) Given the product [C:1]1([S:7]([N:10]2[CH2:12][C@@H:11]([C:13]([N:15]3[CH2:16][CH2:17][N:18]([C:21]4[CH:26]=[C:25]([CH3:27])[CH:24]=[CH:23][C:22]=4[CH3:28])[CH2:19][CH2:20]3)=[O:14])[N:38]([C:33]3[CH:34]=[CH:35][CH:36]=[CH:37][C:32]=3[F:31])[C:39]2=[O:40])(=[O:9])=[O:8])[CH:6]=[CH:5][CH:4]=[CH:3][CH:2]=1, predict the reactants needed to synthesize it. The reactants are: [C:1]1([S:7]([N@:10]2[CH2:12][CH:11]2[C:13]([N:15]2[CH2:20][CH2:19][N:18]([C:21]3[CH:26]=[C:25]([CH3:27])[CH:24]=[CH:23][C:22]=3[CH3:28])[CH2:17][CH2:16]2)=[O:14])(=[O:9])=[O:8])[CH:6]=[CH:5][CH:4]=[CH:3][CH:2]=1.[I-].[Na+].[F:31][C:32]1[CH:37]=[CH:36][CH:35]=[CH:34][C:33]=1[N:38]=[C:39]=[O:40]. (4) Given the product [F:28][C:26]([F:27])([F:29])[C:24]1[CH:23]=[CH:22][N:21]2[C:17]([C:2]3[N:7]=[C:6]([NH:8][C:9](=[O:11])[CH3:10])[CH:5]=[CH:4][CH:3]=3)=[CH:18][N:19]=[C:20]2[N:25]=1, predict the reactants needed to synthesize it. The reactants are: Br[C:2]1[N:7]=[C:6]([NH:8][C:9](=[O:11])[CH3:10])[CH:5]=[CH:4][CH:3]=1.C([Sn](CCCC)(CCCC)[C:17]1[N:21]2[CH:22]=[CH:23][C:24]([C:26]([F:29])([F:28])[F:27])=[N:25][C:20]2=[N:19][CH:18]=1)CCC. (5) Given the product [O:13]=[C:10]1[N:9]([C:14]([C:16]2[CH:17]=[CH:18][CH:19]=[CH:20][CH:21]=2)=[O:15])[C:8](=[O:22])[C:7]([C:1]2[CH:2]=[CH:3][CH:4]=[CH:5][CH:6]=2)=[N:12][N:11]1[CH2:23][CH2:24][CH:32]=[O:33], predict the reactants needed to synthesize it. The reactants are: [C:1]1([C:7]2[C:8](=[O:22])[N:9]([C:14]([C:16]3[CH:21]=[CH:20][CH:19]=[CH:18][CH:17]=3)=[O:15])[C:10](=[O:13])[NH:11][N:12]=2)[CH:6]=[CH:5][CH:4]=[CH:3][CH:2]=1.[CH2:23](N(CC)CC)[CH3:24].CN(C)[CH:32]=[O:33]. (6) The reactants are: [OH:1][C:2]1[C:3]([CH3:18])=[C:4]2[C:9](=[C:10]([CH3:13])[C:11]=1[CH3:12])[O:8][C:7]([CH3:17])([C:14]([OH:16])=O)[CH2:6][CH2:5]2.C1N=CN(C(N2C=NC=C2)=O)C=1.[CH2:31]([NH2:39])[CH2:32][C:33]1[CH:38]=[CH:37][CH:36]=[CH:35][CH:34]=1. Given the product [OH:1][C:2]1[C:3]([CH3:18])=[C:4]2[C:9](=[C:10]([CH3:13])[C:11]=1[CH3:12])[O:8][C:7]([CH3:17])([C:14]([NH:39][CH2:31][CH2:32][C:33]1[CH:38]=[CH:37][CH:36]=[CH:35][CH:34]=1)=[O:16])[CH2:6][CH2:5]2, predict the reactants needed to synthesize it. (7) Given the product [ClH:1].[OH:5][C:6]1[C:7]([C:16]([N:18]([C:22]2[CH:23]=[CH:24][C:25]([NH2:28])=[CH:26][CH:27]=2)[C:19]([NH2:21])=[NH:20])=[O:17])=[CH:8][C:9]2[C:14]([CH:15]=1)=[CH:13][CH:12]=[CH:11][CH:10]=2, predict the reactants needed to synthesize it. The reactants are: [ClH:1].C([O:5][C:6]1[C:7]([C:16]([N:18]([C:22]2[CH:27]=[CH:26][C:25]([NH2:28])=[CH:24][CH:23]=2)[C:19]([NH2:21])=[NH:20])=[O:17])=[CH:8][C:9]2[C:14]([CH:15]=1)=[CH:13][CH:12]=[CH:11][CH:10]=2)(=O)C.[OH-].[Na+].Cl. (8) Given the product [F:1][C:2]([F:42])([F:41])[C:3]1[CH:4]=[C:5]([CH:34]=[C:35]([C:37]([F:40])([F:39])[F:38])[CH:36]=1)[CH2:6][N:7]([CH2:15][C:16]1[C:17]([N:26]([CH2:30][CH:31]2[CH2:33][CH2:32]2)[CH2:27][CH2:28][CH3:29])=[N:18][C:19]([O:44][CH3:43])=[N:20][CH:21]=1)[C:8]1[N:13]=[CH:12][C:11]([Br:14])=[CH:10][N:9]=1, predict the reactants needed to synthesize it. The reactants are: [F:1][C:2]([F:42])([F:41])[C:3]1[CH:4]=[C:5]([CH:34]=[C:35]([C:37]([F:40])([F:39])[F:38])[CH:36]=1)[CH2:6][N:7]([CH2:15][C:16]1[C:17]([N:26]([CH2:30][CH:31]2[CH2:33][CH2:32]2)[CH2:27][CH2:28][CH3:29])=[N:18][C:19](S(C)(=O)=O)=[N:20][CH:21]=1)[C:8]1[N:13]=[CH:12][C:11]([Br:14])=[CH:10][N:9]=1.[CH3:43][O-:44].[Na+]. (9) The reactants are: [N:1]([C:4]1[CH:5]=[C:6]([CH:10]=[CH:11][C:12]=1[CH3:13])[C:7]([OH:9])=O)=[N+:2]=[N-:3].[NH2:14][C:15]1[C:16]([O:27][CH3:28])=[C:17]([CH:20]=[C:21]([C:23]([CH3:26])([CH3:25])[CH3:24])[CH:22]=1)[C:18]#[N:19].N(C1C=C(C=CC=1C)C(NC1C=C(C(C)(C)C)C=C(NS(C)(=O)=O)C=1OC)=O)=[N+]=[N-]. Given the product [N:1]([C:4]1[CH:5]=[C:6]([CH:10]=[CH:11][C:12]=1[CH3:13])[C:7]([NH:14][C:15]1[CH:22]=[C:21]([C:23]([CH3:26])([CH3:24])[CH3:25])[CH:20]=[C:17]([C:18]#[N:19])[C:16]=1[O:27][CH3:28])=[O:9])=[N+:2]=[N-:3], predict the reactants needed to synthesize it.